Dataset: Full USPTO retrosynthesis dataset with 1.9M reactions from patents (1976-2016). Task: Predict the reactants needed to synthesize the given product. (1) Given the product [F:1][C:2]([F:20])([CH2:3][CH2:4][O:5][CH2:6][CH2:7][CH2:8][CH2:9][C:10]1[CH:15]=[CH:14][CH:13]=[CH:12][CH:11]=1)[CH2:16][CH2:17][CH:18]=[O:22], predict the reactants needed to synthesize it. The reactants are: [F:1][C:2]([F:20])([CH2:16][CH2:17][CH:18]=C)[CH2:3][CH2:4][O:5][CH2:6][CH2:7][CH2:8][CH2:9][C:10]1[CH:15]=[CH:14][CH:13]=[CH:12][CH:11]=1.I([O-])(=O)(=O)=[O:22].[Na+]. (2) Given the product [C:2]1([C:20]2[CH:25]=[CH:24][CH:23]=[CH:22][CH:21]=2)[CH:7]=[CH:6][C:5]([CH:8]2[C:12]3[C:13]([CH3:19])=[CH:14][C:15]([CH3:18])=[C:16]([CH3:17])[C:11]=3[O:10][CH2:9]2)=[CH:4][CH:3]=1, predict the reactants needed to synthesize it. The reactants are: Br[C:2]1[CH:7]=[CH:6][C:5]([CH:8]2[C:12]3[C:13]([CH3:19])=[CH:14][C:15]([CH3:18])=[C:16]([CH3:17])[C:11]=3[O:10][CH2:9]2)=[CH:4][CH:3]=1.[C:20]1(B(O)O)[CH:25]=[CH:24][CH:23]=[CH:22][CH:21]=1.C(O)C.C1(C)C=CC=CC=1. (3) Given the product [Cl:1][C:2]1[CH:9]=[C:8]([O:20][C:13]2[CH:14]=[CH:15][C:16]([O:18][CH3:19])=[CH:17][C:12]=2[Cl:11])[CH:7]=[CH:6][C:3]=1[C:4]#[N:5], predict the reactants needed to synthesize it. The reactants are: [Cl:1][C:2]1[CH:9]=[C:8](F)[CH:7]=[CH:6][C:3]=1[C:4]#[N:5].[Cl:11][C:12]1[CH:17]=[C:16]([O:18][CH3:19])[CH:15]=[CH:14][C:13]=1[OH:20].C(=O)([O-])[O-].[K+].[K+]. (4) Given the product [CH:27]([C:25]1[CH2:26][C@H:7]2[C:6]3[C:11](=[CH:12][C:13]([C:15]([CH3:19])([CH3:20])[C:16]([OH:18])=[O:17])=[CH:14][C:5]=3[OH:4])[O:10][C:9]([CH3:22])([CH3:21])[C@@H:8]2[CH2:23][CH:24]=1)=[O:2], predict the reactants needed to synthesize it. The reactants are: [Se](=O)=[O:2].[OH:4][C:5]1[CH:14]=[C:13]([C:15]([CH3:20])([CH3:19])[C:16]([OH:18])=[O:17])[CH:12]=[C:11]2[C:6]=1[C@@H:7]1[CH2:26][C:25]([CH3:27])=[CH:24][CH2:23][C@@H:8]1[C:9]([CH3:22])([CH3:21])[O:10]2. (5) Given the product [C:1]([O:4][C@H:5]([C:6]1[O:8][N:9]=[C:10]([C:11]2[CH:12]=[C:13]([F:21])[CH:14]=[C:15]([C:17]([F:20])([F:19])[F:18])[CH:16]=2)[N:22]=1)[CH3:23])(=[O:3])[CH3:2], predict the reactants needed to synthesize it. The reactants are: [C:1]([O:4][C@@H:5]([CH3:23])[C:6]([O:8][N:9]=[C:10]([NH2:22])[C:11]1[CH:16]=[C:15]([C:17]([F:20])([F:19])[F:18])[CH:14]=[C:13]([F:21])[CH:12]=1)=O)(=[O:3])[CH3:2].[F-].C([N+](CCCC)(CCCC)CCCC)CCC.C(OCC)(=O)C. (6) Given the product [C:36]([NH:35][C:32]1[CH:33]=[CH:34][C:29]([C:27]2[N:28]=[C:24]([NH:23][C:18](=[O:19])[C:17]3[CH:21]=[CH:22][C:14]([S:11]([N:1]4[C:10]5[C:5](=[CH:6][CH:7]=[CH:8][CH:9]=5)[CH2:4][CH2:3][CH2:2]4)(=[O:12])=[O:13])=[CH:15][CH:16]=3)[S:25][CH:26]=2)=[CH:30][CH:31]=1)(=[O:38])[CH3:37], predict the reactants needed to synthesize it. The reactants are: [N:1]1([S:11]([C:14]2[CH:22]=[CH:21][C:17]([C:18](O)=[O:19])=[CH:16][CH:15]=2)(=[O:13])=[O:12])[C:10]2[C:5](=[CH:6][CH:7]=[CH:8][CH:9]=2)[CH2:4][CH2:3][CH2:2]1.[NH2:23][C:24]1[S:25][CH:26]=[C:27]([C:29]2[CH:34]=[CH:33][C:32]([NH:35][C:36](=[O:38])[CH3:37])=[CH:31][CH:30]=2)[N:28]=1.